Predict the reactants needed to synthesize the given product. From a dataset of Full USPTO retrosynthesis dataset with 1.9M reactions from patents (1976-2016). (1) Given the product [C:2]1([CH:1]([NH:17][C:12]2[CH:13]=[CH:14][CH:15]=[CH:16][C:11]=2[O:10][CH3:9])[CH:19]2[CH2:20][CH2:21][CH2:22][CH2:23][C:18]2=[O:24])[CH:7]=[CH:6][CH:5]=[CH:4][CH:3]=1, predict the reactants needed to synthesize it. The reactants are: [CH:1](=O)[C:2]1[CH:7]=[CH:6][CH:5]=[CH:4][CH:3]=1.[CH3:9][O:10][C:11]1[C:12]([NH2:17])=[CH:13][CH:14]=[CH:15][CH:16]=1.[C:18]1([O:24][Si](C)(C)C)[CH2:23][CH2:22][CH2:21][CH2:20][CH:19]=1. (2) Given the product [F:28][C:2]([F:1])([F:27])[S:3]([O:6][C:7]([C@H:9]([CH3:26])[CH2:10][C@@H:11]1[O:16][C@@:15]2([CH2:24][I:25])[CH2:17][C@H:18]([CH2:20][CH2:21][CH:22]=[O:23])[O:19][C@H:14]2[CH2:13][CH2:12]1)=[CH2:8])(=[O:5])=[O:4], predict the reactants needed to synthesize it. The reactants are: [F:1][C:2]([F:28])([F:27])[S:3]([O:6][C:7]([C@H:9]([CH3:26])[CH2:10][C@@H:11]1[O:16][C@@:15]2([CH2:24][I:25])[CH2:17][C@H:18]([CH2:20][CH2:21][CH2:22][OH:23])[O:19][C@H:14]2[CH2:13][CH2:12]1)=[CH2:8])(=[O:5])=[O:4].CC(OI1(OC(C)=O)(OC(C)=O)OC(=O)C2C=CC=CC1=2)=O. (3) Given the product [C:1]1([C@@H:7]([N:10]2[C:11]3=[N:12][C:13]([C:18]4[CH:27]=[CH:26][CH:25]=[C:24]5[C:19]=4[CH:20]=[CH:21][CH:22]=[N:23]5)=[CH:14][N:15]=[C:16]3[NH:17][C:59]2=[O:60])[CH2:8][CH3:9])[CH:2]=[CH:3][CH:4]=[CH:5][CH:6]=1, predict the reactants needed to synthesize it. The reactants are: [C:1]1([C@@H:7]([NH:10][C:11]2[C:16]([NH2:17])=[N:15][CH:14]=[C:13]([C:18]3[CH:27]=[CH:26][CH:25]=[C:24]4[C:19]=3[CH:20]=[CH:21][CH:22]=[N:23]4)[N:12]=2)[CH2:8][CH3:9])[CH:6]=[CH:5][CH:4]=[CH:3][CH:2]=1.BrC1N=C(N[C@H](C2C=CC=CC=2)CC)C(N)=NC=1.N1C2C=CC=C(B(O)O)C=2C=CC=1.[C:59](=O)([O-])[O-:60].[K+].[K+].